From a dataset of Forward reaction prediction with 1.9M reactions from USPTO patents (1976-2016). Predict the product of the given reaction. (1) Given the reactants [Cl:1][C:2]1[C:3]([C:14](OCC)=[O:15])=[N:4][CH:5]=[C:6]([O:8][CH2:9][CH2:10][CH2:11][CH2:12][CH3:13])[CH:7]=1.[BH4-].[Na+].O, predict the reaction product. The product is: [Cl:1][C:2]1[C:3]([CH2:14][OH:15])=[N:4][CH:5]=[C:6]([O:8][CH2:9][CH2:10][CH2:11][CH2:12][CH3:13])[CH:7]=1. (2) Given the reactants CS(O[CH2:6][C@H:7]1[CH2:12][CH2:11][CH2:10][CH2:9][C@@H:8]1[NH:13][C:14]([O:16][C:17]([CH3:20])([CH3:19])[CH3:18])=[O:15])(=O)=O.[N-:21]=[N+:22]=[N-:23].[Na+], predict the reaction product. The product is: [N:21]([CH2:6][C@H:7]1[CH2:12][CH2:11][CH2:10][CH2:9][C@@H:8]1[NH:13][C:14](=[O:15])[O:16][C:17]([CH3:20])([CH3:19])[CH3:18])=[N+:22]=[N-:23]. (3) Given the reactants ClCCl.Br[C:5]1[CH:6]=[C:7]2[C:11](=[CH:12][CH:13]=1)[NH:10][N:9]=[C:8]2[C:14]1[NH:15][CH:16]=[CH:17][CH:18]=1.[N:19]1[CH:24]=[CH:23][CH:22]=[C:21](B(O)O)[CH:20]=1.C([O-])([O-])=O.[Cs+].[Cs+], predict the reaction product. The product is: [N:19]1[CH:24]=[CH:23][CH:22]=[C:21]([C:5]2[CH:6]=[C:7]3[C:11](=[CH:12][CH:13]=2)[NH:10][N:9]=[C:8]3[C:14]2[NH:15][CH:16]=[CH:17][CH:18]=2)[CH:20]=1. (4) Given the reactants [F:1][C:2]1[N:7]=[C:6]([N:8]([CH3:10])[CH3:9])[CH:5]=[CH:4][CH:3]=1.[Br:11]N1C(=O)CCC1=O, predict the reaction product. The product is: [Br:11][C:3]1[CH:4]=[CH:5][C:6]([N:8]([CH3:10])[CH3:9])=[N:7][C:2]=1[F:1]. (5) Given the reactants [C:1]([C:5]1[CH:10]=[CH:9][C:8]([N+:11]([O-])=O)=[CH:7][C:6]=1[N:14]1[CH2:18][CH2:17][CH2:16][CH2:15]1)([CH3:4])([CH3:3])[CH3:2], predict the reaction product. The product is: [C:1]([C:5]1[CH:10]=[CH:9][C:8]([NH2:11])=[CH:7][C:6]=1[N:14]1[CH2:15][CH2:16][CH2:17][CH2:18]1)([CH3:4])([CH3:2])[CH3:3].